From a dataset of Experimentally validated miRNA-target interactions with 360,000+ pairs, plus equal number of negative samples. Binary Classification. Given a miRNA mature sequence and a target amino acid sequence, predict their likelihood of interaction. (1) The miRNA is hsa-miR-875-3p with sequence CCUGGAAACACUGAGGUUGUG. The protein sequence of the target gene is MNNQKQQKPTLSGQRFKTRKRDEKERFDPTQFQDCIIQGLTETGTDLEAVAKFLDASGAKLDYRRYAETLFDILVAGGMLAPGGTLADDMMRTDVCVFAAQEDLETMQAFAQVFNKLIRRYKYLEKGFEDEVKKLLLFLKGFSESERNKLAMLTGVLLANGTLNASILNSLYNENLVKEGVSAAFAVKLFKSWINEKDINAVAASLRKVSMDNRLMELFPANKQSVEHFTKYFTEAGLKELSEYVRNQQTIGARKELQKELQEQMSRGDPFKDIILYVKEEMKKNNIPEPVVIGIVWSSV.... Result: 1 (interaction). (2) The miRNA is hsa-miR-4726-3p with sequence ACCCAGGUUCCCUCUGGCCGCA. The protein sequence of the target gene is MARLRDCLPRLMLTLRSLLFWSLVYCYCGLCASIHLLKLLWSLGKGPAQTFRRPAREHPPACLSDPSLGTHCYVRIKDSGLRFHYVAAGERGKPLMLLLHGFPEFWYSWRYQLREFKSEYRVVALDLRGYGETDAPIHRQNYKLDCLITDIKDILDSLGYSKCVLIGHDWGGMIAWLIAICYPEMVMKLIVINFPHPNVFTEYILRHPAQLLKSSYYYFFQIPWFPEFMFSINDFKVLKHLFTSHSTGIGRKGCQLTTEDLEAYIYVFSQPGALSGPINHYRNIFSCLPLKHHMVTTPTL.... Result: 0 (no interaction). (3) The miRNA is hsa-miR-4520-3p with sequence UUGGACAGAAAACACGCAGGAA. The protein sequence of the target gene is MFWKFDLHSSSHIDTLLEREDVTLKELMDEEDVLQECKAQNRKLIEFLLKAECLEDLVSFIIEEPPQDMDEKIRYKYPNISCELLTSDVSQMNDRLGEDESLLMKLYSFLLNESPLNPLLASFFSKVLSILISRKPEQIVDFLKKKRDFVDLIIKHIGTSAIMDLLLRLLTCIEPPQPRQDVLNWLNEERIIQRLVEIVHPSQEEDRHSNASQSLCEIVRLSRDQMLQVQNSTEPDPLLATLEKQEIIEQLLSNIFHKEKNESAIVSAIQILLTLLETRRPTFEGHIEICPPGMSHSACS.... Result: 0 (no interaction). (4) The miRNA is hsa-miR-5589-5p with sequence GGCUGGGUGCUCUUGUGCAGU. The protein sequence of the target gene is MSCVLGGVIPLGLLFLVCGSQGYLLPNVTLLEELLSKYQHNESHSRVRRAIPREDKEEILMLHNKLRGQVQPQASNMEYMTWDDELEKSAAAWASQCIWEHGPTSLLVSIGQNLGAHWGRYRSPGFHVQSWYDEVKDYTYPYPSECNPWCPERCSGPMCTHYTQIVWATTNKIGCAVNTCRKMTVWGEVWENAVYFVCNYSPKGNWIGEAPYKNGRPCSECPPSYGGSCRNNLCYREETYTPKPETDEMNEVETAPIPEENHVWLQPRVMRPTKPKKTSAVNYMTQVVRCDTKMKDRCKG.... Result: 1 (interaction). (5) The miRNA is hsa-miR-579-3p with sequence UUCAUUUGGUAUAAACCGCGAUU. The protein sequence of the target gene is MGDREQLLQRARLAEQAERYDDMASAMKAVTELNEPLSNEDRNLLSVAYKNVVGARRSSWRVISSIEQKTMADGNEKKLEKVKAYREKIEKELETVCNDVLSLLDKFLIKNCNDFQYESKVFYLKMKGDYYRYLAEVASGEKKNSVVEASEAAYKEAFEISKEQMQPTHPIRLGLALNFSVFYYEIQNAPEQACLLAKQAFDDAIAELDTLNEDSYKDSTLIMQLLRDNLTLWTSDQQDEEAGEGN. Result: 1 (interaction). (6) The miRNA is hsa-miR-9-5p with sequence UCUUUGGUUAUCUAGCUGUAUGA. The protein sequence of the target gene is MMDSENKPENDEDEKINKEAQDLTKLSSHNEDGGPVSDVIASFPENSMGKRGFSESSNSDSVVIGEDRNKHASKRRKLDEAEPLKSGKQGICRLETSESSVTEGGIALDETGKETFLSDCTVGGTCLPNALSPSCNFSTIDVVSLKTDTEKTSAQEMVSLDLERESPFPPKEISVSCTIGNVDTVLKCSICGHLFSSCSDLEKHAESHMQQPKEHTCCHCSHKAESSSALHMHIKQAHGPQKVFSCDLCGFQCSEENLLNAHYLGKTHLRRQNLAARGGFVQILTKQPFPKKSRTMATKN.... Result: 1 (interaction).